Dataset: Catalyst prediction with 721,799 reactions and 888 catalyst types from USPTO. Task: Predict which catalyst facilitates the given reaction. (1) Reactant: [Cl-].[OH:2][CH2:3][CH2:4][CH2:5][C:6]([CH3:10])([CH3:9])[CH2:7][NH3+:8].CCN(CC)CC.[CH3:18][C:19]([O:22][C:23](O[C:23]([O:22][C:19]([CH3:21])([CH3:20])[CH3:18])=[O:24])=[O:24])([CH3:21])[CH3:20]. Product: [C:19]([O:22][C:23]([NH:8][CH2:7][C:6]([CH3:10])([CH3:9])[CH2:5][CH2:4][CH2:3][OH:2])=[O:24])([CH3:21])([CH3:20])[CH3:18]. The catalyst class is: 2. (2) Reactant: [N:1]1[CH:5]=[C:4]([CH:6]=O)[NH:3][CH:2]=1.C1CCN2[C:11](=[N:12]CCC2)[CH2:10]C1. Product: [N:1]1[CH:5]=[C:4]([CH:6]=[CH:10][C:11]#[N:12])[NH:3][CH:2]=1. The catalyst class is: 11. (3) Reactant: Br[C:2]1[C:7]([CH3:8])=[CH:6][C:5]([Br:9])=[CH:4][N:3]=1.[CH3:10][O-:11].[Na+].Cl. Product: [Br:9][C:5]1[CH:6]=[C:7]([CH3:8])[C:2]([O:11][CH3:10])=[N:3][CH:4]=1. The catalyst class is: 5. (4) Reactant: [Cl:1][C:2]1[CH:3]=[CH:4][C:5]([OH:33])=[C:6]([C:8]2[C:12]([C:13]#[C:14][C:15]3[CH:20]=[CH:19][C:18]([NH:21][C:22]([C@H:24]4[CH2:29][CH2:28][CH2:27][CH2:26][NH:25]4)=[O:23])=[CH:17][CH:16]=3)=[CH:11][N:10]([CH2:30][CH2:31][OH:32])[N:9]=2)[CH:7]=1.[N:34]([C:47]([O:49][C:50]([CH3:53])([CH3:52])[CH3:51])=[O:48])([CH3:46])[C@H:35]([C:43](O)=[O:44])[CH2:36][C:37]1[CH:42]=[CH:41][CH:40]=[CH:39][CH:38]=1.C1COCC1.C(N=C=NC(C)C)(C)C. Product: [C:50]([O:49][C:47](=[O:48])[N:34]([C@@H:35]([CH2:36][C:37]1[CH:42]=[CH:41][CH:40]=[CH:39][CH:38]=1)[C:43]([N:25]1[CH2:26][CH2:27][CH2:28][CH2:29][C@@H:24]1[C:22](=[O:23])[NH:21][C:18]1[CH:17]=[CH:16][C:15]([C:14]#[C:13][C:12]2[C:8]([C:6]3[CH:7]=[C:2]([Cl:1])[CH:3]=[CH:4][C:5]=3[OH:33])=[N:9][N:10]([CH2:30][CH2:31][OH:32])[CH:11]=2)=[CH:20][CH:19]=1)=[O:44])[CH3:46])([CH3:53])([CH3:51])[CH3:52]. The catalyst class is: 6. (5) Reactant: [Se].[Na].[Cl:3][C:4]1[CH:22]=[CH:21][C:7]([CH:8]=[C:9]2[CH2:17][C:16]3[C:11](=[CH:12][CH:13]=[C:14]([O:18][CH3:19])[CH:15]=3)[C:10]2=[O:20])=[CH:6][CH:5]=1. Product: [Cl:3][C:4]1[CH:5]=[CH:6][C:7]([CH2:8][CH:9]2[CH2:17][C:16]3[C:11](=[CH:12][CH:13]=[C:14]([O:18][CH3:19])[CH:15]=3)[C:10]2=[O:20])=[CH:21][CH:22]=1. The catalyst class is: 199. (6) The catalyst class is: 1. Reactant: [NH2:1][C:2]1[CH:10]=[CH:9][CH:8]=[C:7]2[C:3]=1[C:4](=[O:21])[N:5]([C:12]1([CH3:20])[CH2:17][CH2:16][C:15](=[O:18])[NH:14][C:13]1=[O:19])[C:6]2=[O:11].[C:22](Cl)(=[O:27])[CH2:23][CH2:24][CH2:25][CH3:26].CO. Product: [CH3:20][C:12]1([N:5]2[C:4](=[O:21])[C:3]3[C:7](=[CH:8][CH:9]=[CH:10][C:2]=3[NH:1][C:22](=[O:27])[CH2:23][CH2:24][CH2:25][CH3:26])[C:6]2=[O:11])[CH2:17][CH2:16][C:15](=[O:18])[NH:14][C:13]1=[O:19]. (7) Reactant: [C:1]([O:5][C:6]([N:8]1[CH2:13][CH2:12][CH2:11][CH:10]([CH2:14][OH:15])[CH2:9]1)=[O:7])([CH3:4])([CH3:3])[CH3:2].[H-].[Na+].Cl[C:19]1[S:20][C:21]2[CH:27]=[CH:26][CH:25]=[CH:24][C:22]=2[N:23]=1.[I-].[Na+]. Product: [C:1]([O:5][C:6]([N:8]1[CH2:13][CH2:12][CH2:11][CH:10]([CH2:14][O:15][C:19]2[S:20][C:21]3[CH:27]=[CH:26][CH:25]=[CH:24][C:22]=3[N:23]=2)[CH2:9]1)=[O:7])([CH3:4])([CH3:3])[CH3:2]. The catalyst class is: 35.